From a dataset of Forward reaction prediction with 1.9M reactions from USPTO patents (1976-2016). Predict the product of the given reaction. Given the reactants [Li+].C[Si]([N-][Si](C)(C)C)(C)C.[CH3:11][N:12]1[CH2:17][CH2:16][C:15](=[O:18])[CH2:14][CH2:13]1.C1(N([S:26]([C:29]([F:32])([F:31])[F:30])(=[O:28])=[O:27])[S:26]([C:29]([F:32])([F:31])[F:30])(=[O:28])=[O:27])C=CC=CC=1, predict the reaction product. The product is: [F:30][C:29]([F:32])([F:31])[S:26]([O:18][C:15]1[CH2:14][CH2:13][N:12]([CH3:11])[CH2:17][CH:16]=1)(=[O:28])=[O:27].